Dataset: NCI-60 drug combinations with 297,098 pairs across 59 cell lines. Task: Regression. Given two drug SMILES strings and cell line genomic features, predict the synergy score measuring deviation from expected non-interaction effect. (1) Drug 1: CC1=C(C=C(C=C1)NC(=O)C2=CC=C(C=C2)CN3CCN(CC3)C)NC4=NC=CC(=N4)C5=CN=CC=C5. Drug 2: CC1=C(C(=CC=C1)Cl)NC(=O)C2=CN=C(S2)NC3=CC(=NC(=N3)C)N4CCN(CC4)CCO. Cell line: COLO 205. Synergy scores: CSS=6.21, Synergy_ZIP=-1.71, Synergy_Bliss=1.93, Synergy_Loewe=2.67, Synergy_HSA=2.19. (2) Drug 1: CN(C)C1=NC(=NC(=N1)N(C)C)N(C)C. Drug 2: CCC(=C(C1=CC=CC=C1)C2=CC=C(C=C2)OCCN(C)C)C3=CC=CC=C3.C(C(=O)O)C(CC(=O)O)(C(=O)O)O. Cell line: SK-MEL-5. Synergy scores: CSS=-10.5, Synergy_ZIP=4.79, Synergy_Bliss=1.26, Synergy_Loewe=-6.74, Synergy_HSA=-6.14. (3) Drug 1: CC1=CC2C(CCC3(C2CCC3(C(=O)C)OC(=O)C)C)C4(C1=CC(=O)CC4)C. Drug 2: C1=CC(=CC=C1CCCC(=O)O)N(CCCl)CCCl. Cell line: NCI-H226. Synergy scores: CSS=6.40, Synergy_ZIP=-1.41, Synergy_Bliss=-1.75, Synergy_Loewe=-12.6, Synergy_HSA=-7.11. (4) Drug 1: CC12CCC3C(C1CCC2=O)CC(=C)C4=CC(=O)C=CC34C. Drug 2: C1=CN(C=N1)CC(O)(P(=O)(O)O)P(=O)(O)O. Cell line: LOX IMVI. Synergy scores: CSS=-0.00450, Synergy_ZIP=-14.7, Synergy_Bliss=-32.2, Synergy_Loewe=-35.9, Synergy_HSA=-31.1. (5) Drug 1: C1CC(=O)NC(=O)C1N2C(=O)C3=CC=CC=C3C2=O. Drug 2: B(C(CC(C)C)NC(=O)C(CC1=CC=CC=C1)NC(=O)C2=NC=CN=C2)(O)O. Cell line: NCI-H522. Synergy scores: CSS=19.9, Synergy_ZIP=1.33, Synergy_Bliss=0.745, Synergy_Loewe=-58.7, Synergy_HSA=-1.07. (6) Drug 1: CN(C)C1=NC(=NC(=N1)N(C)C)N(C)C. Drug 2: C1C(C(OC1N2C=NC3=C(N=C(N=C32)Cl)N)CO)O. Cell line: OVCAR3. Synergy scores: CSS=0.320, Synergy_ZIP=0.0367, Synergy_Bliss=-0.579, Synergy_Loewe=-18.6, Synergy_HSA=-3.55. (7) Drug 1: CC1C(C(CC(O1)OC2CC(CC3=C2C(=C4C(=C3O)C(=O)C5=C(C4=O)C(=CC=C5)OC)O)(C(=O)C)O)N)O.Cl. Drug 2: CCN(CC)CCCC(C)NC1=C2C=C(C=CC2=NC3=C1C=CC(=C3)Cl)OC. Cell line: BT-549. Synergy scores: CSS=37.2, Synergy_ZIP=2.05, Synergy_Bliss=4.80, Synergy_Loewe=-2.00, Synergy_HSA=5.91. (8) Drug 1: CC1C(C(CC(O1)OC2CC(CC3=C2C(=C4C(=C3O)C(=O)C5=C(C4=O)C(=CC=C5)OC)O)(C(=O)C)O)N)O.Cl. Drug 2: CN(CC1=CN=C2C(=N1)C(=NC(=N2)N)N)C3=CC=C(C=C3)C(=O)NC(CCC(=O)O)C(=O)O. Cell line: OVCAR-8. Synergy scores: CSS=33.8, Synergy_ZIP=4.27, Synergy_Bliss=2.09, Synergy_Loewe=1.46, Synergy_HSA=3.11. (9) Drug 1: C1=CC(=CC=C1CCC2=CNC3=C2C(=O)NC(=N3)N)C(=O)NC(CCC(=O)O)C(=O)O. Drug 2: CCCCC(=O)OCC(=O)C1(CC(C2=C(C1)C(=C3C(=C2O)C(=O)C4=C(C3=O)C=CC=C4OC)O)OC5CC(C(C(O5)C)O)NC(=O)C(F)(F)F)O. Cell line: MALME-3M. Synergy scores: CSS=13.7, Synergy_ZIP=2.62, Synergy_Bliss=3.03, Synergy_Loewe=2.08, Synergy_HSA=2.94. (10) Drug 1: C1=CC(=CC=C1CCCC(=O)O)N(CCCl)CCCl. Drug 2: CC1CCCC2(C(O2)CC(NC(=O)CC(C(C(=O)C(C1O)C)(C)C)O)C(=CC3=CSC(=N3)C)C)C. Cell line: RXF 393. Synergy scores: CSS=9.59, Synergy_ZIP=-6.50, Synergy_Bliss=-5.43, Synergy_Loewe=-5.54, Synergy_HSA=-4.58.